From a dataset of Drug-target binding data from BindingDB using IC50 measurements. Regression. Given a target protein amino acid sequence and a drug SMILES string, predict the binding affinity score between them. We predict pIC50 (pIC50 = -log10(IC50 in M); higher means more potent). Dataset: bindingdb_ic50. The compound is CC(C)(CCCCOc1cc(-c2ccccc2)cc(-c2ccccc2)n1)c1nnn[nH]1. The target protein (Q15722) has sequence MNTTSSAAPPSLGVEFISLLAIILLSVALAVGLPGNSFVVWSILKRMQKRSVTALMVLNLALADLAVLLTAPFFLHFLAQGTWSFGLAGCRLCHYVCGVSMYASVLLITAMSLDRSLAVARPFVSQKLRTKAMARRVLAGIWVLSFLLATPVLAYRTVVPWKTNMSLCFPRYPSEGHRAFHLIFEAVTGFLLPFLAVVASYSDIGRRLQARRFRRSRRTGRLVVLIILTFAAFWLPYHVVNLAEAGRALAGQAAGLGLVGKRLSLARNVLIALAFLSSSVNPVLYACAGGGLLRSAGVGFVAKLLEGTGSEASSTRRGGSLGQTARSGPAALEPGPSESLTASSPLKLNELN. The pIC50 is 7.7.